Dataset: Forward reaction prediction with 1.9M reactions from USPTO patents (1976-2016). Task: Predict the product of the given reaction. (1) Given the reactants [NH2:1][C:2]1[C:3]([CH2:12][CH3:13])=[C:4]([CH:9]=[CH:10][CH:11]=1)[C:5](OC)=[O:6].[H-].[Al+3].[Li+].[H-].[H-].[H-].O, predict the reaction product. The product is: [NH2:1][C:2]1[C:3]([CH2:12][CH3:13])=[C:4]([CH2:5][OH:6])[CH:9]=[CH:10][CH:11]=1. (2) Given the reactants [N:1]1[C:8]([Cl:9])=[N:7][C:5](Cl)=[N:4][C:2]=1[Cl:3].[NH:10]1[CH2:15][CH2:14][O:13][CH2:12][CH2:11]1.CCN(CC)CC, predict the reaction product. The product is: [Cl:9][C:8]1[N:1]=[C:2]([Cl:3])[N:4]=[C:5]([N:10]2[CH2:15][CH2:14][O:13][CH2:12][CH2:11]2)[N:7]=1. (3) Given the reactants [F:1][C:2]1[CH:7]=[CH:6][C:5]([C:8]2[S:12][C:11]3[CH:13]=[CH:14][C:15]([C:17]4[CH:18]=[C:19]([CH:23]=[CH:24][CH:25]=4)[C:20]([OH:22])=O)=[CH:16][C:10]=3[C:9]=2[C:26](=[O:29])[NH:27][CH3:28])=[CH:4][CH:3]=1.Cl.[C:31]1([C:37]2([NH2:41])[CH2:40][CH2:39][CH2:38]2)[CH:36]=[CH:35][CH:34]=[CH:33][CH:32]=1, predict the reaction product. The product is: [F:1][C:2]1[CH:3]=[CH:4][C:5]([C:8]2[S:12][C:11]3[CH:13]=[CH:14][C:15]([C:17]4[CH:25]=[CH:24][CH:23]=[C:19]([C:20](=[O:22])[NH:41][C:37]5([C:31]6[CH:36]=[CH:35][CH:34]=[CH:33][CH:32]=6)[CH2:38][CH2:39][CH2:40]5)[CH:18]=4)=[CH:16][C:10]=3[C:9]=2[C:26]([NH:27][CH3:28])=[O:29])=[CH:6][CH:7]=1. (4) Given the reactants [Si:1]([O:8][C:9]1[CH:10]=[C:11]([CH:14]=[CH:15][CH:16]=1)[CH:12]=O)([C:4]([CH3:7])([CH3:6])[CH3:5])([CH3:3])[CH3:2].[CH3:17][O:18][C:19]1[CH:29]=[CH:28][C:22]([O:23][CH2:24][CH2:25][CH2:26][NH2:27])=[CH:21][CH:20]=1.C(O[BH-](OC(=O)C)OC(=O)C)(=O)C.[Na+].C(O)(=O)C.C(=O)([O-])O.[Na+], predict the reaction product. The product is: [CH3:17][O:18][C:19]1[CH:29]=[CH:28][C:22]([O:23][CH2:24][CH2:25][CH2:26][NH:27][CH2:12][C:11]2[CH:14]=[CH:15][CH:16]=[C:9]([O:8][Si:1]([C:4]([CH3:7])([CH3:6])[CH3:5])([CH3:3])[CH3:2])[CH:10]=2)=[CH:21][CH:20]=1. (5) Given the reactants [Cl:1][C:2]1[CH:7]=[CH:6][CH:5]=[CH:4][C:3]=1[C:8]([CH:10]1[CH2:14][CH2:13][CH2:12][CH2:11]1)=O.[BH3-]C#[N:17].[Na+], predict the reaction product. The product is: [Cl:1][C:2]1[CH:7]=[CH:6][CH:5]=[CH:4][C:3]=1[CH:8]([CH:10]1[CH2:14][CH2:13][CH2:12][CH2:11]1)[NH2:17]. (6) Given the reactants [Cl:1][C:2]1[CH:11]=[C:10]([CH:12](C)C)[C:9]2[C:4](=[CH:5][C:6]([I:15])=[CH:7][CH:8]=2)[N:3]=1.ClC1C=C(C2C=CC=CC=2)C2C(=CC(I)=CC=2)N=1.ClC1C=C(C2C=CC(F)=CC=2)C2C(=CC(I)=CC=2)N=1.IC1C=C2C(C(C)=CC(N)=N2)=CC=1.IC1C=C2C(C(C(C)C)=CC(N)=N2)=CC=1.IC1C=C2C(C(C3C=CC=CC=3)=CC(N)=N2)=CC=1.IC1C=C2C(C(C3C=CC=CC=3)=CC(NN)=N2)=CC=1.IC1C=C2C(C(C3C=CC=CC=3)=CC3N2C=NN=3)=CC=1, predict the reaction product. The product is: [Cl:1][C:2]1[CH:11]=[C:10]([CH3:12])[C:9]2[C:4](=[CH:5][C:6]([I:15])=[CH:7][CH:8]=2)[N:3]=1. (7) Given the reactants [Cl:1][C:2](=[O:8])[C:3]([O:5]CC)=O.[CH3:9][N:10]([CH3:26])[C:11]1[CH:16]=[CH:15][C:14]([NH:17][C:18]([NH:20][CH2:21][C:22]([CH3:25])([CH3:24])[CH3:23])=[S:19])=[CH:13][CH:12]=1, predict the reaction product. The product is: [ClH:1].[CH3:26][N:10]([CH3:9])[C:11]1[CH:12]=[CH:13][C:14]([N:17]2[C:2](=[O:8])[C:3](=[O:5])[N:20]([CH2:21][C:22]([CH3:23])([CH3:25])[CH3:24])[C:18]2=[S:19])=[CH:15][CH:16]=1.